From a dataset of Forward reaction prediction with 1.9M reactions from USPTO patents (1976-2016). Predict the product of the given reaction. (1) Given the reactants Cl[CH:2]([CH2:6][C:7]1[CH:16]=[CH:15][C:14]([O:17][CH3:18])=[C:13]2[C:8]=1[CH:9]=[CH:10][C:11](=[O:20])[N:12]2[CH3:19])[C:3]([OH:5])=O.[NH2:21][C:22](N)=[S:23].C([O-])(=[O:27])C.[Na+], predict the reaction product. The product is: [CH3:18][O:17][C:14]1[CH:15]=[CH:16][C:7]([CH2:6][CH:2]2[S:23][C:22](=[O:27])[NH:21][C:3]2=[O:5])=[C:8]2[C:13]=1[N:12]([CH3:19])[C:11](=[O:20])[CH:10]=[CH:9]2. (2) Given the reactants [CH2:1]([S:8][C:9]([CH3:35])([CH:33]=O)[CH2:10][NH:11][C:12]([C:14]1[NH:15][C:16]2[C:21]([CH:22]=1)=[CH:20][CH:19]=[CH:18][C:17]=2[N:23]([CH3:32])[S:24]([C:27]1[S:28][CH:29]=[CH:30][CH:31]=1)(=[O:26])=[O:25])=[O:13])[C:2]1[CH:7]=[CH:6][CH:5]=[CH:4][CH:3]=1.Cl.[NH2:37][OH:38].C(=O)([O-])[O-].[K+].[K+].CO, predict the reaction product. The product is: [CH2:1]([S:8][C:9]([CH3:35])([CH:33]=[N:37][OH:38])[CH2:10][NH:11][C:12]([C:14]1[NH:15][C:16]2[C:21]([CH:22]=1)=[CH:20][CH:19]=[CH:18][C:17]=2[N:23]([CH3:32])[S:24]([C:27]1[S:28][CH:29]=[CH:30][CH:31]=1)(=[O:26])=[O:25])=[O:13])[C:2]1[CH:7]=[CH:6][CH:5]=[CH:4][CH:3]=1. (3) Given the reactants [CH3:1][C:2]1[N:10]([CH:11]([C:13]2[CH:18]=[CH:17][CH:16]=[CH:15][CH:14]=2)[CH3:12])[C:5]2=[N:6][CH:7]=[CH:8][CH:9]=[C:4]2[C:3]=1[C:19](O)=[O:20].ON1C2C=CC=CC=2N=N1.Cl.CN(C)CCCN=C=NCC.C(N(CC)CC)C.[NH2:51][CH2:52][C:53]1[C:54]([OH:61])=[N:55][C:56]([CH3:60])=[CH:57][C:58]=1[CH3:59], predict the reaction product. The product is: [OH:61][C:54]1[C:53]([CH2:52][NH:51][C:19]([C:3]2[C:4]3[C:5](=[N:6][CH:7]=[CH:8][CH:9]=3)[N:10]([CH:11]([C:13]3[CH:14]=[CH:15][CH:16]=[CH:17][CH:18]=3)[CH3:12])[C:2]=2[CH3:1])=[O:20])=[C:58]([CH3:59])[CH:57]=[C:56]([CH3:60])[N:55]=1. (4) The product is: [Cl:27][C:26]1[CH:25]=[C:24]([CH3:28])[CH:23]=[C:22]([Cl:29])[C:21]=1[O:20][CH2:19][CH2:18][O:17][C:14]1[CH:15]=[CH:16][C:11]([CH2:10][CH:9]([C:30]2[CH:35]=[CH:34][C:33]([C:53]3[C:54]([CH2:59][CH2:60][CH2:61][O:62][CH3:63])=[N:55][CH:56]=[CH:57][CH:58]=3)=[CH:32][C:31]=2[CH3:45])[CH2:8][NH:7][C:6](=[O:46])[O:5][C:1]([CH3:2])([CH3:3])[CH3:4])=[CH:12][CH:13]=1. Given the reactants [C:1]([O:5][C:6](=[O:46])[NH:7][CH2:8][CH:9]([C:30]1[CH:35]=[CH:34][C:33](B2OC(C)(C)C(C)(C)O2)=[CH:32][C:31]=1[CH3:45])[CH2:10][C:11]1[CH:16]=[CH:15][C:14]([O:17][CH2:18][CH2:19][O:20][C:21]2[C:26]([Cl:27])=[CH:25][C:24]([CH3:28])=[CH:23][C:22]=2[Cl:29])=[CH:13][CH:12]=1)([CH3:4])([CH3:3])[CH3:2].FC(F)(F)S(O[C:53]1[C:54]([CH2:59][CH2:60][CH2:61][O:62][CH3:63])=[N:55][CH:56]=[CH:57][CH:58]=1)(=O)=O, predict the reaction product. (5) Given the reactants [CH3:1][C@@H:2]1O[C@@H:5]([O:7][C@H:8]2[C@H:13](O)[C@@H:12]([OH:15])[C@H:11](NC(N)=N)[C@@H:10]([OH:20])[C@@H:9]2NC(N)=N)[C@H:4](O[C@@H]2O[C@@H](CO)[C@H](O)[C@@H](O)[C@@H]2NC)[C@@:3]1(O)C=O.C1[C@H](N)[C@@H:45]([O:48][C@H]2O[C@H](CN)[C@@H](O)[C@H](O)[C@H]2O)[C@H:44](O)[C@@H](O[C@H]2O[C@H](CO)[C@@H](O)[C@H](N)[C@H]2O)[C@@H]1N.[CH3:74][CH:75](C(NCC(O)=O)=S)C(N)=N.CS(C)=[O:88], predict the reaction product. The product is: [CH:74]1[C:4]([C@H:5]2[O:7][C:8]3[CH:9]=[C:10]([OH:20])[CH:11]=[C:12]([OH:15])[C:13]=3[C:45](=[O:48])[CH2:44]2)=[CH:3][CH:2]=[C:1]([OH:88])[CH:75]=1. (6) Given the reactants [C:1]([CH:3]([C:11]1[CH:16]=[CH:15][C:14]([O:17][CH3:18])=[CH:13][CH:12]=1)[C:4]1([OH:10])[CH2:9][CH2:8][CH2:7][CH2:6][CH2:5]1)#[N:2].N.[H][H].[ClH:22], predict the reaction product. The product is: [ClH:22].[NH2:2][CH2:1][CH:3]([C:4]1([OH:10])[CH2:9][CH2:8][CH2:7][CH2:6][CH2:5]1)[C:11]1[CH:12]=[CH:13][C:14]([O:17][CH3:18])=[CH:15][CH:16]=1. (7) Given the reactants CCCCC.[CH2:6]([C:8]1([CH2:16][O:17][CH2:18][C:19]2([CH2:27][CH3:28])[CH2:24][O:23][CH:22]([CH:25]=[CH2:26])[O:21][CH2:20]2)[CH2:13][O:12][CH:11]([CH:14]=[CH2:15])[O:10][CH2:9]1)[CH3:7], predict the reaction product. The product is: [CH2:6]([C:8]1([CH2:16][O:17][CH2:18][C:19]2([CH2:27][CH3:28])[CH2:24][O:23][C:22](=[CH:25][CH3:26])[O:21][CH2:20]2)[CH2:13][O:12][C:11](=[CH:14][CH3:15])[O:10][CH2:9]1)[CH3:7]. (8) Given the reactants Cl[C:2]1[C:11]2[C:6](=[CH:7][CH:8]=[C:9]([I:12])[CH:10]=2)[N:5]=[CH:4][N:3]=1.[CH3:13][C:14]1[CH:15]=[C:16]([NH2:26])[CH:17]=[CH:18][C:19]=1[N:20]1[CH2:25][CH2:24][O:23][CH2:22][CH2:21]1, predict the reaction product. The product is: [I:12][C:9]1[CH:10]=[C:11]2[C:6](=[CH:7][CH:8]=1)[N:5]=[CH:4][N:3]=[C:2]2[NH:26][C:16]1[CH:17]=[CH:18][C:19]([N:20]2[CH2:25][CH2:24][O:23][CH2:22][CH2:21]2)=[C:14]([CH3:13])[CH:15]=1.